This data is from Catalyst prediction with 721,799 reactions and 888 catalyst types from USPTO. The task is: Predict which catalyst facilitates the given reaction. (1) Reactant: Cl[C:2]1[C:7]([C:8]2[CH:13]=[CH:12][CH:11]=[CH:10][CH:9]=2)=[CH:6][C:5]([N+:14]([O-])=O)=[CH:4][N:3]=1.CC([O-])=O.[K+]. Product: [C:8]1([C:7]2[CH:6]=[C:5]([NH2:14])[CH:4]=[N:3][CH:2]=2)[CH:9]=[CH:10][CH:11]=[CH:12][CH:13]=1. The catalyst class is: 8. (2) Reactant: O=C1CC=CCC1.S1C(C(O)=O)=CN=CC1.C[O:18][C:19]([C:21]1[CH:22]=[CH:23][C:24]2[S:29][CH2:28][C:27](=[O:30])[NH:26][C:25]=2[CH:31]=1)=O.[Li+].[OH-]. Product: [O:30]=[C:27]1[NH:26][C:25]2[CH:31]=[C:21]([CH:19]=[O:18])[CH:22]=[CH:23][C:24]=2[S:29][CH2:28]1. The catalyst class is: 20.